From a dataset of Catalyst prediction with 721,799 reactions and 888 catalyst types from USPTO. Predict which catalyst facilitates the given reaction. Reactant: [CH2:1]([CH:3]([C:6]1[C:10]([CH2:11][CH2:12][CH2:13][OH:14])=[CH:9][N:8]([C:15]2[CH:20]=[CH:19][C:18]([C:21]([F:24])([F:23])[F:22])=[CH:17][N:16]=2)[N:7]=1)[CH2:4][CH3:5])[CH3:2].[CH2:25]([C:27]1[C:28](O)=[C:29]([CH2:33][C:34]([O:36][CH3:37])=[O:35])[CH:30]=[CH:31][CH:32]=1)[CH3:26].C(P(CCCC)CCCC)CCC.N(C(N1CCCCC1)=O)=NC(N1CCCCC1)=O. Product: [CH2:25]([C:27]1[C:28]([O:14][CH2:13][CH2:12][CH2:11][C:10]2[C:6]([CH:3]([CH2:4][CH3:5])[CH2:1][CH3:2])=[N:7][N:8]([C:15]3[CH:20]=[CH:19][C:18]([C:21]([F:23])([F:24])[F:22])=[CH:17][N:16]=3)[CH:9]=2)=[C:29]([CH2:33][C:34]([O:36][CH3:37])=[O:35])[CH:30]=[CH:31][CH:32]=1)[CH3:26]. The catalyst class is: 7.